Dataset: CYP3A4 inhibition data for predicting drug metabolism from PubChem BioAssay. Task: Regression/Classification. Given a drug SMILES string, predict its absorption, distribution, metabolism, or excretion properties. Task type varies by dataset: regression for continuous measurements (e.g., permeability, clearance, half-life) or binary classification for categorical outcomes (e.g., BBB penetration, CYP inhibition). Dataset: cyp3a4_veith. (1) The compound is COc1ccc(-c2cc(C(F)(F)F)nc(N3CCN(C)CC3)n2)cc1OC. The result is 0 (non-inhibitor). (2) The drug is C=CCN1C[C@H](C)N([C@H](c2ccc(C(=O)N(CC)CC)cc2)c2cccc(OC)c2)C[C@H]1C. The result is 1 (inhibitor). (3) The drug is Cn1c(-c2ccc3c(c2)OCO3)cc(=O)c2ccccc21. The result is 1 (inhibitor). (4) The compound is CC1(C)S[C@@H]2[C@H](NC(=O)Cc3ccccc3)C(=O)N2[C@H]1C(=O)[O-].[Na+]. The result is 0 (non-inhibitor).